Dataset: Forward reaction prediction with 1.9M reactions from USPTO patents (1976-2016). Task: Predict the product of the given reaction. (1) Given the reactants [CH3:1][C:2]1([CH3:9])[CH2:7][CH2:6][C:5](=O)[CH2:4][CH2:3]1.[NH:10]1[CH2:14][CH2:13][CH2:12][CH2:11]1.C1(C)C=CC(S(O)(=O)=O)=CC=1, predict the reaction product. The product is: [CH3:1][C:2]1([CH3:9])[CH2:7][CH2:6][C:5]([N:10]2[CH2:14][CH2:13][CH2:12][CH2:11]2)=[CH:4][CH2:3]1. (2) Given the reactants [Al+3].[Cl-].[Cl-].[Cl-].[H-].[Al+3].[Li+].[H-].[H-].[H-].[CH2:11]([O:18][CH2:19][CH2:20][C@H:21]1[CH2:26][CH2:25][C@H:24]([C@@:27]23[CH2:34][CH2:33][C:32](=O)[N:31]2[C@@H:30]([C:36]2[CH:41]=[CH:40][CH:39]=[CH:38][CH:37]=2)[CH2:29][O:28]3)[CH2:23][CH2:22]1)[C:12]1[CH:17]=[CH:16][CH:15]=[CH:14][CH:13]=1, predict the reaction product. The product is: [CH2:11]([O:18][CH2:19][CH2:20][C@H:21]1[CH2:26][CH2:25][C@H:24]([C@H:27]2[CH2:34][CH2:33][CH2:32][N:31]2[C@@H:30]([C:36]2[CH:41]=[CH:40][CH:39]=[CH:38][CH:37]=2)[CH2:29][OH:28])[CH2:23][CH2:22]1)[C:12]1[CH:13]=[CH:14][CH:15]=[CH:16][CH:17]=1. (3) The product is: [CH2:1]([N:5]1[C:9](=[O:10])[C:8]([NH:20][CH:21]2[CH2:26][CH2:25][CH:24]([OH:27])[CH2:23][CH2:22]2)=[C:7]([C:12]2[CH:17]=[CH:16][CH:15]=[CH:14][CH:13]=2)[S:6]1(=[O:19])=[O:18])[CH2:2][CH2:3][CH3:4]. Given the reactants [CH2:1]([N:5]1[C:9](=[O:10])[C:8](Cl)=[C:7]([C:12]2[CH:17]=[CH:16][CH:15]=[CH:14][CH:13]=2)[S:6]1(=[O:19])=[O:18])[CH2:2][CH2:3][CH3:4].[NH2:20][CH:21]1[CH2:26][CH2:25][CH:24]([OH:27])[CH2:23][CH2:22]1, predict the reaction product. (4) Given the reactants [CH2:1]([O:8][CH:9]1[CH2:13][CH2:12][CH2:11][CH:10]1[OH:14])[C:2]1[CH:7]=[CH:6][CH:5]=[CH:4][CH:3]=1.CC(C)=O.OS(O)(=O)=O.O=[Cr](=O)=O, predict the reaction product. The product is: [CH2:1]([O:8][CH:9]1[CH2:13][CH2:12][CH2:11][C:10]1=[O:14])[C:2]1[CH:7]=[CH:6][CH:5]=[CH:4][CH:3]=1. (5) The product is: [CH3:8][C:9]1[CH:14]=[C:13]([CH3:15])[CH:12]=[CH:11][C:10]=1[C:16]1[C:17]2[N:18]([C:22]([NH2:27])=[C:23]([CH2:25][CH3:26])[N:24]=2)[N:19]=[CH:20][CH:21]=1. Given the reactants Cl.C(OCC)(=O)C.[CH3:8][C:9]1[CH:14]=[C:13]([CH3:15])[CH:12]=[CH:11][C:10]=1[C:16]1[C:17]2[N:18]([C:22]([NH:27]C(=O)OC(C)(C)C)=[C:23]([CH2:25][CH3:26])[N:24]=2)[N:19]=[CH:20][CH:21]=1.[OH-].[Na+], predict the reaction product. (6) Given the reactants [Na].[NH:2]1[C:6]2([CH2:10][CH2:9][CH2:8][CH2:7]2)[CH2:5][N:4]=[C:3]1[NH2:11].[C:12](OCC)(=[O:17])[CH2:13][C:14]([O-])=[O:15], predict the reaction product. The product is: [OH:17][C:12]1[N:11]=[C:3]2[NH:2][C:6]3([CH2:10][CH2:9][CH2:8][CH2:7]3)[CH2:5][N:4]2[C:14](=[O:15])[CH:13]=1. (7) Given the reactants C(OC(=O)[NH:7][CH:8]1[CH2:17][CH2:16][C:15]2[C:10](=[CH:11][CH:12]=[C:13]([CH2:18][N:19]3[CH2:24][CH2:23][CH2:22][CH2:21][CH2:20]3)[CH:14]=2)[CH2:9]1)(C)(C)C.[C:26]([OH:32])([C:28]([F:31])([F:30])[F:29])=[O:27], predict the reaction product. The product is: [N:19]1([CH2:18][C:13]2[CH:14]=[C:15]3[C:10](=[CH:11][CH:12]=2)[CH2:9][CH:8]([NH2:7])[CH2:17][CH2:16]3)[CH2:20][CH2:21][CH2:22][CH2:23][CH2:24]1.[C:26]([OH:32])([C:28]([F:31])([F:30])[F:29])=[O:27]. (8) The product is: [Cl:1][C:2]1[CH:10]=[CH:9][C:8]2[N:7](/[CH:33]=[C:34](\[C:36]3[CH:41]=[CH:40][CH:39]=[C:38]([F:42])[CH:37]=3)/[CH3:35])[C:6]3[CH2:11][CH2:12][N:13]([CH3:15])[CH2:14][C:5]=3[C:4]=2[CH:3]=1. Given the reactants [Cl:1][C:2]1[CH:10]=[CH:9][C:8]2[NH:7][C:6]3[CH2:11][CH2:12][N:13]([CH3:15])[CH2:14][C:5]=3[C:4]=2[CH:3]=1.N1CCC[C@H]1C(O)=O.P([O-])([O-])([O-])=O.[K+].[K+].[K+].Br[CH:33]=[C:34]([C:36]1[CH:41]=[CH:40][CH:39]=[C:38]([F:42])[CH:37]=1)[CH3:35], predict the reaction product.